Task: Predict the reaction yield, written as a fraction of the theoretical maximum amount of product (1.0 means a 100% yield; for example, 0.34 means a 34% yield).. Dataset: Reaction yield outcomes from USPTO patents with 853,638 reactions (1) The reactants are [C:1]([O:5][C:6]([N:8]1[CH2:13][CH2:12][CH:11]([NH:14][C:15]2[CH:16]=[C:17]([CH:21]=[CH:22][N:23]=2)[C:18](O)=[O:19])[CH2:10][CH2:9]1)=[O:7])([CH3:4])([CH3:3])[CH3:2].CN(C(ON1N=NC2C=CC=NC1=2)=[N+](C)C)C.F[P-](F)(F)(F)(F)F.[NH2:48][CH2:49][C@H:50]([OH:62])[CH2:51][N:52]1[CH2:61][CH2:60][C:59]2[C:54](=[CH:55][CH:56]=[CH:57][CH:58]=2)[CH2:53]1. The catalyst is C(Cl)Cl. The product is [CH2:53]1[C:54]2[C:59](=[CH:58][CH:57]=[CH:56][CH:55]=2)[CH2:60][CH2:61][N:52]1[CH2:51][C@@H:50]([OH:62])[CH2:49][NH:48][C:18]([C:17]1[CH:21]=[CH:22][N:23]=[C:15]([NH:14][CH:11]2[CH2:10][CH2:9][N:8]([C:6]([O:5][C:1]([CH3:3])([CH3:2])[CH3:4])=[O:7])[CH2:13][CH2:12]2)[CH:16]=1)=[O:19]. The yield is 0.532. (2) The reactants are Br[C:2]1[NH:3][CH:4]=[CH:5][N:6]=1.CC1(C)C(C)(C)OB([C:15]2[CH2:20][CH2:19][N:18]([C:21]([O:23][C:24]([CH3:27])([CH3:26])[CH3:25])=[O:22])[CH2:17][CH:16]=2)O1.C(=O)([O-])[O-].[Na+].[Na+].C(OCC)(=O)C. The catalyst is O1CCOCC1.O.C1C=CC(P(C2C=CC=CC=2)[C-]2C=CC=C2)=CC=1.C1C=CC(P(C2C=CC=CC=2)[C-]2C=CC=C2)=CC=1.Cl[Pd]Cl.[Fe+2].ClCCl. The product is [NH:6]1[CH:5]=[CH:4][N:3]=[C:2]1[C:15]1[CH2:20][CH2:19][N:18]([C:21]([O:23][C:24]([CH3:27])([CH3:26])[CH3:25])=[O:22])[CH2:17][CH:16]=1. The yield is 0.150. (3) The reactants are [Cl:1][C:2]1[S:3][C:4]([Cl:10])=[CH:5][C:6]=1[C:7](O)=[O:8].CN1CCOCC1.ClC(OCC(C)C)=O.C(N(CC)CC)C.[C:33]([O:37][C:38](=[O:50])[CH2:39][CH2:40][C:41]1[CH:46]=[CH:45][C:44]([OH:47])=[CH:43][C:42]=1[CH2:48][NH2:49])([CH3:36])([CH3:35])[CH3:34]. The catalyst is C1COCC1.CN(C=O)C. The product is [C:33]([O:37][C:38](=[O:50])[CH2:39][CH2:40][C:41]1[CH:46]=[CH:45][C:44]([OH:47])=[CH:43][C:42]=1[CH2:48][NH:49][C:7]([C:6]1[CH:5]=[C:4]([Cl:10])[S:3][C:2]=1[Cl:1])=[O:8])([CH3:36])([CH3:34])[CH3:35]. The yield is 0.796. (4) The reactants are Br[C:2]1[N:10]2[C:5]([CH:6]=[N:7][C:8]([S:11][CH3:12])=[N:9]2)=[CH:4][CH:3]=1.[NH2:13][C:14]1[CH:19]=[CH:18][CH:17]=[CH:16][C:15]=1B(O)O.C(=O)([O-])[O-].[Na+].[Na+].O.Cl. The catalyst is C(O)C.C1C=CC([P]([Pd]([P](C2C=CC=CC=2)(C2C=CC=CC=2)C2C=CC=CC=2)([P](C2C=CC=CC=2)(C2C=CC=CC=2)C2C=CC=CC=2)[P](C2C=CC=CC=2)(C2C=CC=CC=2)C2C=CC=CC=2)(C2C=CC=CC=2)C2C=CC=CC=2)=CC=1.O1CCCC1. The product is [CH3:12][S:11][C:8]1[N:7]=[CH:6][C:5]2=[CH:4][CH:3]=[C:2]([C:15]3[CH:16]=[CH:17][CH:18]=[CH:19][C:14]=3[NH2:13])[N:10]2[N:9]=1. The yield is 0.740. (5) The reactants are Cl.[O:2]([NH2:4])[CH3:3].[F:5][C:6]1[CH:11]=[CH:10][CH:9]=[C:8]([F:12])[C:7]=1[C:13]1[N:18]=[C:17]([C:19]([NH:21][C:22]2[CH:23]=[N:24][CH:25]=[CH:26][C:27]=2[C@H:28]2[CH2:33][C@@H:32]([NH:34]C(=O)OC(C)(C)C)[C:31](=O)[C@@H:30]([CH3:43])[CH2:29]2)=[O:20])[CH:16]=[CH:15][C:14]=1[F:44]. The catalyst is CCO.N1C=CC=CC=1. The product is [NH2:34][C@@H:32]1[CH2:33][C@H:28]([C:27]2[CH:26]=[CH:25][N:24]=[CH:23][C:22]=2[NH:21][C:19](=[O:20])[C:17]2[CH:16]=[CH:15][C:14]([F:44])=[C:13]([C:7]3[C:6]([F:5])=[CH:11][CH:10]=[CH:9][C:8]=3[F:12])[N:18]=2)[CH2:29][C@H:30]([CH3:43])/[C:31]/1=[N:4]\[O:2][CH3:3]. The yield is 0.160. (6) The reactants are [Cl:1][C:2]1[N:3]=[C:4](Cl)[C:5]2[CH2:11][O:10][CH2:9][CH:8]([C:12]3[CH:17]=[CH:16][CH:15]=[CH:14][CH:13]=3)[C:6]=2[N:7]=1.Cl.CN.[CH:22]([N:25](CC)C(C)C)(C)C. The catalyst is CO. The product is [Cl:1][C:2]1[N:3]=[C:4]([NH:25][CH3:22])[C:5]2[CH2:11][O:10][CH2:9][CH:8]([C:12]3[CH:17]=[CH:16][CH:15]=[CH:14][CH:13]=3)[C:6]=2[N:7]=1. The yield is 0.662. (7) The reactants are [N:1]1[CH:6]=[CH:5][CH:4]=[CH:3][C:2]=1[CH2:7][N:8]([CH2:17][CH2:18][C:19]1[CH:24]=[CH:23][C:22]([S:25](=[O:28])(=[O:27])[NH2:26])=[CH:21][CH:20]=1)[CH2:9][C:10]([O:12]C(C)(C)C)=[O:11]. The catalyst is C(Cl)Cl.C(O)(C(F)(F)F)=O. The product is [N:1]1[CH:6]=[CH:5][CH:4]=[CH:3][C:2]=1[CH2:7][N:8]([CH2:17][CH2:18][C:19]1[CH:20]=[CH:21][C:22]([S:25](=[O:28])(=[O:27])[NH2:26])=[CH:23][CH:24]=1)[CH2:9][C:10]([OH:12])=[O:11]. The yield is 1.00.